From a dataset of Forward reaction prediction with 1.9M reactions from USPTO patents (1976-2016). Predict the product of the given reaction. (1) Given the reactants [NH:1]1[C:9]2[C:4](=[CH:5][C:6]([CH:10]=O)=[CH:7][CH:8]=2)[CH:3]=[CH:2]1.[CH3:12][NH:13][CH3:14].C(O)(=O)C.C(O[BH-](OC(=O)C)OC(=O)C)(=O)C.[Na+], predict the reaction product. The product is: [NH:1]1[C:9]2[C:4](=[CH:5][C:6]([CH2:10][N:13]([CH3:14])[CH3:12])=[CH:7][CH:8]=2)[CH:3]=[CH:2]1. (2) The product is: [OH:8][C@H:9]1[CH2:14][CH2:13][CH2:12][CH2:11][C@@H:10]1[NH:15][CH:16]1[CH2:21][CH2:20][N:19]([C@H:22]2[CH2:26][CH2:25][N:24]([C:27]([O:29][C:30]([CH3:33])([CH3:32])[CH3:31])=[O:28])[CH2:23]2)[CH2:18][CH2:17]1. Given the reactants C1(C[O:8][C@H:9]2[CH2:14][CH2:13][CH2:12][CH2:11][C@@H:10]2[NH:15][CH:16]2[CH2:21][CH2:20][N:19]([C@H:22]3[CH2:26][CH2:25][N:24]([C:27]([O:29][C:30]([CH3:33])([CH3:32])[CH3:31])=[O:28])[CH2:23]3)[CH2:18][CH2:17]2)C=CC=CC=1.C([O-])=O.[NH4+], predict the reaction product. (3) Given the reactants C(N(CC)CC)C.P(C#N)(=O)(OCC)OCC.[CH3:18][O:19][C:20]1[CH:21]=[CH:22][C:23]([CH2:41][CH:42]2[S:46][C:45](=[O:47])[NH:44][C:43]2=[O:48])=[C:24]2[C:29]=1[N:28]([CH2:30][C:31]1[CH:36]=[CH:35][C:34]([C:37](O)=[O:38])=[CH:33][CH:32]=1)[C:27](=[O:40])[CH2:26][CH2:25]2.[CH:49]([C:52]1[CH:58]=[CH:57][C:55]([NH2:56])=[CH:54][CH:53]=1)([CH3:51])[CH3:50], predict the reaction product. The product is: [CH:49]([C:52]1[CH:58]=[CH:57][C:55]([NH:56][C:37]([C:34]2[CH:33]=[CH:32][C:31]([CH2:30][N:28]3[C:29]4[C:24](=[C:23]([CH2:41][CH:42]5[S:46][C:45](=[O:47])[NH:44][C:43]5=[O:48])[CH:22]=[CH:21][C:20]=4[O:19][CH3:18])[CH2:25][CH2:26][C:27]3=[O:40])=[CH:36][CH:35]=2)=[O:38])=[CH:54][CH:53]=1)([CH3:51])[CH3:50]. (4) Given the reactants C[O:2][C:3]1[CH:4]=[C:5]([CH:21]=[CH:22][CH:23]=1)[CH2:6][N:7]1[C:11]2[CH:12]=[CH:13][C:14]3[N:15]([C:16]([CH3:19])=[N:17][N:18]=3)[C:10]=2[CH:9]=[C:8]1[CH3:20].B(Br)(Br)Br, predict the reaction product. The product is: [CH3:19][C:16]1[N:15]2[C:10]3[CH:9]=[C:8]([CH3:20])[N:7]([CH2:6][C:5]4[CH:4]=[C:3]([OH:2])[CH:23]=[CH:22][CH:21]=4)[C:11]=3[CH:12]=[CH:13][C:14]2=[N:18][N:17]=1. (5) Given the reactants Br[C:2]1[C:7]([C:8]([F:11])([F:10])[F:9])=[CH:6][CH:5]=[C:4]([O:12][CH3:13])[C:3]=1/[N:14]=[CH:15]/[N:16]([CH3:18])[CH3:17].[Cu][C:20]#[N:21], predict the reaction product. The product is: [C:20]([C:2]1[C:7]([C:8]([F:11])([F:10])[F:9])=[CH:6][CH:5]=[C:4]([O:12][CH3:13])[C:3]=1/[N:14]=[CH:15]/[N:16]([CH3:18])[CH3:17])#[N:21].